The task is: Regression. Given two drug SMILES strings and cell line genomic features, predict the synergy score measuring deviation from expected non-interaction effect.. This data is from NCI-60 drug combinations with 297,098 pairs across 59 cell lines. (1) Drug 1: C1CC(C1)(C(=O)O)C(=O)O.[NH2-].[NH2-].[Pt+2]. Drug 2: CC(C)(C#N)C1=CC(=CC(=C1)CN2C=NC=N2)C(C)(C)C#N. Cell line: SK-OV-3. Synergy scores: CSS=-4.11, Synergy_ZIP=2.20, Synergy_Bliss=0.351, Synergy_Loewe=-4.46, Synergy_HSA=-5.00. (2) Drug 1: CN1CCC(CC1)COC2=C(C=C3C(=C2)N=CN=C3NC4=C(C=C(C=C4)Br)F)OC. Drug 2: CC(C)NC(=O)C1=CC=C(C=C1)CNNC.Cl. Cell line: KM12. Synergy scores: CSS=-1.00, Synergy_ZIP=-1.62, Synergy_Bliss=-8.02, Synergy_Loewe=-8.84, Synergy_HSA=-10.8. (3) Drug 1: CCC1=CC2CC(C3=C(CN(C2)C1)C4=CC=CC=C4N3)(C5=C(C=C6C(=C5)C78CCN9C7C(C=CC9)(C(C(C8N6C)(C(=O)OC)O)OC(=O)C)CC)OC)C(=O)OC.C(C(C(=O)O)O)(C(=O)O)O. Drug 2: C1=NNC2=C1C(=O)NC=N2. Cell line: UACC-257. Synergy scores: CSS=20.0, Synergy_ZIP=-5.49, Synergy_Bliss=-0.0149, Synergy_Loewe=-24.0, Synergy_HSA=-0.591. (4) Drug 1: C1=CC(=C2C(=C1NCCNCCO)C(=O)C3=C(C=CC(=C3C2=O)O)O)NCCNCCO. Drug 2: C1=NC(=NC(=O)N1C2C(C(C(O2)CO)O)O)N. Cell line: UACC-257. Synergy scores: CSS=-4.82, Synergy_ZIP=-0.314, Synergy_Bliss=-3.54, Synergy_Loewe=-10.7, Synergy_HSA=-7.73. (5) Drug 1: C1CN1C2=NC(=NC(=N2)N3CC3)N4CC4. Drug 2: N.N.Cl[Pt+2]Cl. Cell line: T-47D. Synergy scores: CSS=46.4, Synergy_ZIP=0.425, Synergy_Bliss=1.77, Synergy_Loewe=-5.27, Synergy_HSA=5.12. (6) Drug 1: CN1C(=O)N2C=NC(=C2N=N1)C(=O)N. Synergy scores: CSS=27.8, Synergy_ZIP=-4.90, Synergy_Bliss=0.759, Synergy_Loewe=-25.6, Synergy_HSA=-1.23. Drug 2: C1CN1C2=NC(=NC(=N2)N3CC3)N4CC4. Cell line: A498. (7) Drug 1: CC1=C(C(=CC=C1)Cl)NC(=O)C2=CN=C(S2)NC3=CC(=NC(=N3)C)N4CCN(CC4)CCO. Drug 2: C#CCC(CC1=CN=C2C(=N1)C(=NC(=N2)N)N)C3=CC=C(C=C3)C(=O)NC(CCC(=O)O)C(=O)O. Cell line: HS 578T. Synergy scores: CSS=52.3, Synergy_ZIP=1.78, Synergy_Bliss=-0.00838, Synergy_Loewe=-1.66, Synergy_HSA=-0.242. (8) Drug 1: CC12CCC3C(C1CCC2=O)CC(=C)C4=CC(=O)C=CC34C. Drug 2: CC12CCC3C(C1CCC2OP(=O)(O)O)CCC4=C3C=CC(=C4)OC(=O)N(CCCl)CCCl.[Na+]. Cell line: UO-31. Synergy scores: CSS=-1.43, Synergy_ZIP=-14.1, Synergy_Bliss=-31.9, Synergy_Loewe=-29.8, Synergy_HSA=-29.8. (9) Drug 1: CC1C(C(CC(O1)OC2CC(CC3=C2C(=C4C(=C3O)C(=O)C5=C(C4=O)C(=CC=C5)OC)O)(C(=O)CO)O)N)O.Cl. Drug 2: CC(C)CN1C=NC2=C1C3=CC=CC=C3N=C2N. Cell line: A549. Synergy scores: CSS=44.3, Synergy_ZIP=-4.84, Synergy_Bliss=-7.58, Synergy_Loewe=-7.00, Synergy_HSA=-5.14.